This data is from Reaction yield outcomes from USPTO patents with 853,638 reactions. The task is: Predict the reaction yield, written as a fraction of the theoretical maximum amount of product (1.0 means a 100% yield; for example, 0.34 means a 34% yield). (1) The reactants are [Cl:1][C:2]1[C:3]([NH:18][C:19]2[CH:27]=[C:26]([F:28])[CH:25]=[CH:24][C:20]=2[C:21](O)=[O:22])=[CH:4][C:5]([NH:8][C:9]2[N:13]([CH:14]([CH3:16])[CH3:15])[N:12]=[C:11]([CH3:17])[CH:10]=2)=[N:6][CH:7]=1.C1C=CC2[N:37]([OH:38])N=NC=2C=1.[CH2:39](Cl)CCl.CCN(C(C)C)C(C)C. The catalyst is CN(C)C=O.C(O)(=O)C.O. The product is [Cl:1][C:2]1[C:3]([NH:18][C:19]2[CH:27]=[C:26]([F:28])[CH:25]=[CH:24][C:20]=2[C:21]([NH:37][O:38][CH3:39])=[O:22])=[CH:4][C:5]([NH:8][C:9]2[N:13]([CH:14]([CH3:15])[CH3:16])[N:12]=[C:11]([CH3:17])[CH:10]=2)=[N:6][CH:7]=1. The yield is 0.355. (2) The catalyst is CC(C)=O.C(Cl)Cl. The reactants are Br[CH2:2][C:3]1[N:4]=[C:5]([C:11]2[CH:16]=[CH:15][CH:14]=[C:13]([Cl:17])[CH:12]=2)[C:6]([O:9][CH3:10])=[N:7][CH:8]=1.[NH:18]1[CH:22]=[N:21][C:20]([C:23]([O:25][CH3:26])=[O:24])=[N:19]1.C(=O)([O-])[O-].[K+].[K+]. The product is [Cl:17][C:13]1[CH:12]=[C:11]([C:5]2[N:4]=[C:3]([CH2:2][N:18]3[CH:22]=[N:21][C:20]([C:23]([O:25][CH3:26])=[O:24])=[N:19]3)[CH:8]=[N:7][C:6]=2[O:9][CH3:10])[CH:16]=[CH:15][CH:14]=1. The yield is 0.440. (3) The reactants are [Cl:1][C:2]1[N:7]=[C:6](Cl)[CH:5]=[C:4]([Cl:9])[N:3]=1.CCN(C(C)C)C(C)C.[CH3:19][N:20]1[CH2:25][CH2:24][NH:23][CH2:22][CH2:21]1. The yield is 0.810. The catalyst is CCO. The product is [Cl:1][C:2]1[N:3]=[C:4]([Cl:9])[CH:5]=[C:6]([N:23]2[CH2:24][CH2:25][N:20]([CH3:19])[CH2:21][CH2:22]2)[N:7]=1. (4) The reactants are Br[C:2]1[CH:3]=[C:4]([CH:10]=[C:11]([NH:13][S:14]([CH3:17])(=[O:16])=[O:15])[CH:12]=1)[C:5]([N:7]([CH3:9])[CH3:8])=[O:6].[B:18]1([B:18]2[O:22][C:21]([CH3:24])([CH3:23])[C:20]([CH3:26])([CH3:25])[O:19]2)[O:22][C:21]([CH3:24])([CH3:23])[C:20]([CH3:26])([CH3:25])[O:19]1.C([O-])(=O)C.[K+]. The catalyst is O1CCOCC1. The product is [CH3:8][N:7]([CH3:9])[C:5](=[O:6])[C:4]1[CH:3]=[C:2]([B:18]2[O:22][C:21]([CH3:24])([CH3:23])[C:20]([CH3:26])([CH3:25])[O:19]2)[CH:12]=[C:11]([NH:13][S:14]([CH3:17])(=[O:16])=[O:15])[CH:10]=1. The yield is 0.700. (5) The reactants are C([O-])(=O)C.[K+].[B:15]1([B:15]2[O:19][C:18]([CH3:21])([CH3:20])[C:17]([CH3:23])([CH3:22])[O:16]2)[O:19][C:18]([CH3:21])([CH3:20])[C:17]([CH3:23])([CH3:22])[O:16]1.Br[C:25]1[CH:30]=[CH:29][C:28]([C:31]([OH:34])([CH3:33])[CH3:32])=[C:27]([F:35])[CH:26]=1.C(Cl)Cl. The catalyst is O1CCOCC1. The product is [F:35][C:27]1[CH:26]=[C:25]([B:15]2[O:16][C:17]([CH3:22])([CH3:23])[C:18]([CH3:20])([CH3:21])[O:19]2)[CH:30]=[CH:29][C:28]=1[C:31]([OH:34])([CH3:32])[CH3:33]. The yield is 0.610. (6) The yield is 0.320. The catalyst is C(O)C.O. The reactants are Cl[C:2]([C:6]([CH3:10])([CH3:9])[C:7]#[N:8])=[CH:3][C:4]#[N:5].[OH:11][NH:12]C(N)=O.[OH-].[Na+]. The product is [NH2:5][C:4]1[CH:3]=[C:2]([C:6]([CH3:10])([CH3:9])[C:7]#[N:8])[O:11][N:12]=1.